From a dataset of Forward reaction prediction with 1.9M reactions from USPTO patents (1976-2016). Predict the product of the given reaction. (1) Given the reactants [O:1]1[C:5]2([CH2:10][CH2:9][CH:8]([C:11]([O:13][CH2:14][CH3:15])=[O:12])[CH2:7][CH2:6]2)[O:4][CH2:3][CH2:2]1.Cl[C:17]([O:19][CH2:20][CH3:21])=[O:18], predict the reaction product. The product is: [O:1]1[C:5]2([CH2:10][CH2:9][C:8]([C:17]([O:19][CH2:20][CH3:21])=[O:18])([C:11]([O:13][CH2:14][CH3:15])=[O:12])[CH2:7][CH2:6]2)[O:4][CH2:3][CH2:2]1. (2) Given the reactants [F:1][C:2]1[CH:3]=[N+:4]([O-:16])[C:5]2[CH:6]=[CH:7][C:8](=[O:15])[N:9]([CH2:12][CH:13]=C)[C:10]=2[CH:11]=1.O.I([O-])(=O)(=O)=[O:19].[Na+], predict the reaction product. The product is: [F:1][C:2]1[CH:11]=[C:10]2[C:5]([CH:6]=[CH:7][C:8](=[O:15])[N:9]2[CH2:12][CH:13]=[O:19])=[N+:4]([O-:16])[CH:3]=1.